This data is from Retrosynthesis with 50K atom-mapped reactions and 10 reaction types from USPTO. The task is: Predict the reactants needed to synthesize the given product. Given the product Cc1nc(C)c(C(=O)C(C)C)o1, predict the reactants needed to synthesize it. The reactants are: CC(C)[Mg+].CON(C)C(=O)c1oc(C)nc1C.